Dataset: Retrosynthesis with 50K atom-mapped reactions and 10 reaction types from USPTO. Task: Predict the reactants needed to synthesize the given product. Given the product CCCCC1(CC)CN(c2ccccc2)c2cc(OCC(=O)OCC)ccc2S(=O)(=O)C1, predict the reactants needed to synthesize it. The reactants are: CCCCC1(CC)CN(c2ccccc2)c2cc(O)ccc2S(=O)(=O)C1.CCOC(=O)CBr.